The task is: Predict the product of the given reaction.. This data is from Forward reaction prediction with 1.9M reactions from USPTO patents (1976-2016). (1) Given the reactants C([O:3][C:4]([C:6]1[C@@H:7]2[N:33]([C:34]([O:36][C:37]([CH3:40])([CH3:39])[CH3:38])=[O:35])[C@H:11]([CH2:12][C:13]=1[C:14]1[CH:19]=[CH:18][C:17]([CH2:20][CH2:21][CH2:22][O:23][C:24]3[C:29]([F:30])=[CH:28][CH:27]=[C:26]([F:31])[C:25]=3[Cl:32])=[CH:16][CH:15]=1)[CH2:10][N:9]([C:41]([O:43][C:44]([CH3:47])([CH3:46])[CH3:45])=[O:42])[CH2:8]2)=[O:5])C.[OH-].[Na+], predict the reaction product. The product is: [C:44]([O:43][C:41]([N:9]1[CH2:8][C@H:7]2[N:33]([C:34]([O:36][C:37]([CH3:40])([CH3:39])[CH3:38])=[O:35])[C@H:11]([CH:12]=[C:13]([C:14]3[CH:15]=[CH:16][C:17]([CH2:20][CH2:21][CH2:22][O:23][C:24]4[C:29]([F:30])=[CH:28][CH:27]=[C:26]([F:31])[C:25]=4[Cl:32])=[CH:18][CH:19]=3)[CH:6]2[C:4]([OH:5])=[O:3])[CH2:10]1)=[O:42])([CH3:45])([CH3:46])[CH3:47]. (2) Given the reactants [F:1][C:2]1[C:3]([F:25])=[CH:4][C:5]2[S:9][C:8]([NH:10][C:11]3[N:15]([CH3:16])[C:14]4[CH:17]=[CH:18][C:19]([C:21]([OH:23])=O)=[CH:20][C:13]=4[N:12]=3)=[N:7][C:6]=2[CH:24]=1.[CH3:26][O:27][CH2:28][CH2:29][NH2:30].CN(C(ON1N=NC2C=CC=CC1=2)=[N+](C)C)C.F[P-](F)(F)(F)(F)F.CCN(C(C)C)C(C)C, predict the reaction product. The product is: [CH3:26][O:27][CH2:28][CH2:29][NH:30][C:21]([C:19]1[CH:18]=[CH:17][C:14]2[N:15]([CH3:16])[C:11]([NH:10][C:8]3[S:9][C:5]4[CH:4]=[C:3]([F:25])[C:2]([F:1])=[CH:24][C:6]=4[N:7]=3)=[N:12][C:13]=2[CH:20]=1)=[O:23]. (3) Given the reactants [Cl:1][C:2]1[CH:7]=[CH:6][C:5]([C@@:8]2([OH:25])[CH2:13][CH2:12][CH:11]([C:14](=[O:22])[C@@H:15]([NH:19][CH:20]=O)[CH:16]([CH3:18])[CH3:17])[CH2:10][C:9]2([CH3:24])[CH3:23])=[CH:4][CH:3]=1.O=P(Cl)(Cl)Cl, predict the reaction product. The product is: [Cl:1][C:2]1[CH:3]=[CH:4][C:5]([C@@:8]2([OH:25])[CH2:13][CH2:12][CH:11]([C:14](=[O:22])[C@@H:15]([N+:19]#[C-:20])[CH:16]([CH3:18])[CH3:17])[CH2:10][C:9]2([CH3:23])[CH3:24])=[CH:6][CH:7]=1.